The task is: Predict the reactants needed to synthesize the given product.. This data is from Full USPTO retrosynthesis dataset with 1.9M reactions from patents (1976-2016). (1) The reactants are: [CH3:1][C:2]1([C:7]2[O:11][C:10]([CH2:12][N:13]3[CH:17]=[CH:16][C:15]([NH2:18])=[N:14]3)=[N:9][CH:8]=2)[O:6]CCO1.[C:19]1([C:25]2[O:29][CH:28]=[N:27][C:26]=2[C:30](O)=[O:31])[CH:24]=[CH:23][CH:22]=[CH:21][CH:20]=1. Given the product [C:2]([C:7]1[O:11][C:10]([CH2:12][N:13]2[CH:17]=[CH:16][C:15]([NH:18][C:30]([C:26]3[N:27]=[CH:28][O:29][C:25]=3[C:19]3[CH:20]=[CH:21][CH:22]=[CH:23][CH:24]=3)=[O:31])=[N:14]2)=[N:9][CH:8]=1)(=[O:6])[CH3:1], predict the reactants needed to synthesize it. (2) Given the product [CH3:14][O:13][CH2:12][C:3]1[CH:4]=[C:5]([C:6]([O:8][CH3:9])=[O:7])[CH:10]=[CH:11][C:2]=1[C:16]1[CH:17]=[CH:18][CH:19]=[CH:20][C:15]=1[CH3:24], predict the reactants needed to synthesize it. The reactants are: Br[C:2]1[CH:11]=[CH:10][C:5]([C:6]([O:8][CH3:9])=[O:7])=[CH:4][C:3]=1[CH2:12][O:13][CH3:14].[C:15]1([CH3:24])[CH:20]=[CH:19][CH:18]=[CH:17][C:16]=1B(O)O.C([O-])([O-])=O.[K+].[K+].